Dataset: Forward reaction prediction with 1.9M reactions from USPTO patents (1976-2016). Task: Predict the product of the given reaction. (1) Given the reactants C(N(CC)CC)C.[C:8](Cl)(=[O:15])[C:9]1[CH:14]=[CH:13][CH:12]=[CH:11][CH:10]=1.[NH2:17][C:18]1[CH:27]=[C:26]([O:28][CH3:29])[CH:25]=[CH:24][C:19]=1[C:20]([O:22][CH3:23])=[O:21], predict the reaction product. The product is: [C:8]([NH:17][C:18]1[CH:27]=[C:26]([O:28][CH3:29])[CH:25]=[CH:24][C:19]=1[C:20]([O:22][CH3:23])=[O:21])(=[O:15])[C:9]1[CH:14]=[CH:13][CH:12]=[CH:11][CH:10]=1. (2) The product is: [C:25]([O:24][C:22](=[O:23])[NH:21][CH2:20][C:3]1[N:4]=[C:5]2[C:10]([C:11]([F:14])([F:13])[F:12])=[CH:9][C:8]([C:15]3[CH:19]=[CH:18][O:17][CH:16]=3)=[CH:7][N:6]2[CH:2]=1)([CH3:28])([CH3:27])[CH3:26].[C:33]([O:32][C:30](=[O:31])[NH:21][CH2:20][C:3]1[N:4]=[C:5]2[C:10]([C:11]([F:13])([F:12])[F:14])=[CH:9][C:8]([C:15]3[CH:19]=[CH:18][O:17][CH:16]=3)=[CH:7][N:6]2[C:2]=1[Cl:1])([CH3:34])([CH3:35])[CH3:36]. Given the reactants [Cl:1][C:2]1[N:6]2[CH:7]=[C:8]([C:15]3[CH:19]=[CH:18][O:17][CH:16]=3)[CH:9]=[C:10]([C:11]([F:14])([F:13])[F:12])[C:5]2=[N:4][C:3]=1[C:20]#[N:21].[C:22](O[C:30]([O:32][C:33]([CH3:36])([CH3:35])[CH3:34])=[O:31])([O:24][C:25]([CH3:28])([CH3:27])[CH3:26])=[O:23].[BH4-].[Na+], predict the reaction product.